Dataset: Reaction yield outcomes from USPTO patents with 853,638 reactions. Task: Predict the reaction yield, written as a fraction of the theoretical maximum amount of product (1.0 means a 100% yield; for example, 0.34 means a 34% yield). The reactants are C([O:8][C:9]1[C:13]([O:14]CC2C=CC=CC=2)=[C:12]([P:22]([CH3:25])([CH3:24])=[O:23])[N:11]([C:26]2[CH:31]=[CH:30][C:29]([O:32][CH3:33])=[CH:28][CH:27]=2)[C:10]=1[C:34]([N:36]([CH3:38])[CH3:37])=[O:35])C1C=CC=CC=1. The catalyst is CO.[Pd]. The product is [CH3:24][P:22]([C:12]1[N:11]([C:26]2[CH:27]=[CH:28][C:29]([O:32][CH3:33])=[CH:30][CH:31]=2)[C:10]([C:34]([N:36]([CH3:37])[CH3:38])=[O:35])=[C:9]([OH:8])[C:13]=1[OH:14])([CH3:25])=[O:23]. The yield is 0.670.